The task is: Predict the product of the given reaction.. This data is from Forward reaction prediction with 1.9M reactions from USPTO patents (1976-2016). (1) Given the reactants C(O)(C(F)(F)F)=O.[S:8]1[C:12]2[CH:13]=[CH:14][CH:15]=[CH:16][C:11]=2[N:10]=[C:9]1[NH:17][C:18]([C:20]1[CH:21]=[CH:22][CH:23]=[C:24]2[C:29]=1[CH2:28][N:27]([C:30]1[S:31][C:32]([CH2:38][CH2:39][CH2:40][O:41][C:42]3[CH:47]=[CH:46][C:45]([C:48]4C(C#N)=CS[CH:49]=4)=[CH:44][CH:43]=3)=[C:33]([C:35]([OH:37])=[O:36])[N:34]=1)[CH2:26][CH2:25]2)=[O:19].[CH3:55][N:56]([CH3:73])[CH2:57][CH2:58][O:59][C:60]1[CH:61]=CC(C2C=CC(O)=CC=2)=[N:64][CH:65]=1, predict the reaction product. The product is: [S:8]1[C:12]2[CH:13]=[CH:14][CH:15]=[CH:16][C:11]=2[N:10]=[C:9]1[NH:17][C:18]([C:20]1[CH:21]=[CH:22][CH:23]=[C:24]2[C:29]=1[CH2:28][N:27]([C:30]1[S:31][C:32]([CH2:38][CH2:39][CH2:40][O:41][C:42]3[CH:43]=[CH:44][C:45]([C:46]4[CH:47]=[CH:61][C:60]([O:59][CH2:58][CH2:57][N:56]([CH3:73])[CH3:55])=[CH:65][N:64]=4)=[CH:48][CH:49]=3)=[C:33]([C:35]([OH:37])=[O:36])[N:34]=1)[CH2:26][CH2:25]2)=[O:19]. (2) Given the reactants [N:1]1[CH:6]=[CH:5][CH:4]=[C:3]([O:7][CH2:8][CH2:9][OH:10])[CH:2]=1.CN1CCOCC1.ClC(OC1C=CC([N+]([O-])=O)=CC=1)=O.[CH:31]([CH:34]1[C:39]2[N:40]=[CH:41][NH:42][C:38]=2[CH2:37][CH2:36][N:35]1[C:43](OCC1SC=CN=1)=[O:44])([CH3:33])[CH3:32].CCN(C(C)C)C(C)C, predict the reaction product. The product is: [CH:31]([CH:34]1[C:39]2[N:40]=[CH:41][NH:42][C:38]=2[CH2:37][CH2:36][N:35]1[C:43]([O:10][CH2:9][CH2:8][O:7][C:3]1[CH:2]=[N:1][CH:6]=[CH:5][CH:4]=1)=[O:44])([CH3:33])[CH3:32]. (3) Given the reactants [S:1]1[CH:5]=[CH:4][CH:3]=[C:2]1[C:6]1[CH:13]=[CH:12][C:9]([C:10]#[N:11])=[CH:8][CH:7]=1.[H-].[Al+3].[Li+].[H-].[H-].[H-].CO, predict the reaction product. The product is: [S:1]1[CH:5]=[CH:4][CH:3]=[C:2]1[C:6]1[CH:13]=[CH:12][C:9]([CH2:10][NH2:11])=[CH:8][CH:7]=1. (4) Given the reactants Cl.Cl.Cl.[N:4]1[CH:9]=[CH:8][CH:7]=[C:6]([C:10]2[CH:15]=[CH:14][N:13]=[C:12]([NH:16][C:17]3[CH:18]=[C:19]([CH:39]=[CH:40][C:41]=3[CH3:42])[C:20]([NH:22][C:23]3[CH:28]=[C:27]([N:29]4[CH:33]=[C:32]([CH3:34])[N:31]=[CH:30]4)[CH:26]=[C:25]([C:35]([F:38])([F:37])[F:36])[CH:24]=3)=[O:21])[N:11]=2)[CH:5]=1.[OH-].[Na+], predict the reaction product. The product is: [CH3:42][C:41]1[CH:40]=[CH:39][C:19]([C:20]([NH:22][C:23]2[CH:24]=[C:25]([C:35]([F:37])([F:38])[F:36])[CH:26]=[C:27]([N:29]3[CH:30]=[N:31][C:32]([CH3:34])=[CH:33]3)[CH:28]=2)=[O:21])=[CH:18][C:17]=1[NH:16][C:12]1[N:13]=[CH:14][CH:15]=[C:10]([C:6]2[CH:7]=[CH:8][CH:9]=[N:4][CH:5]=2)[N:11]=1. (5) Given the reactants [C:1](=[O:17])([O-])[O:2][C:3]1[CH:8]=CC([N+]([O-])=O)=C[C:4]=1C(C)(C)C.[NH2:18][CH2:19][CH2:20][NH:21][CH2:22][CH2:23][NH2:24].[CH:25](Cl)(Cl)Cl, predict the reaction product. The product is: [C:1]([N:21]([CH2:22][CH2:23][NH2:24])[CH2:20][CH2:19][NH2:18])([O:2][C:3]([CH3:4])([CH3:8])[CH3:25])=[O:17].